The task is: Predict the product of the given reaction.. This data is from Forward reaction prediction with 1.9M reactions from USPTO patents (1976-2016). (1) Given the reactants [NH2:1][C:2]1[N:7]=[C:6](SC)[C:5]([C:10]2[CH:11]=[CH:12][C:13](=[O:19])[N:14]([CH:16]([CH3:18])[CH3:17])[N:15]=2)=[C:4]([C:20]2[CH:25]=[CH:24][CH:23]=[CH:22][CH:21]=2)[N:3]=1.[CH3:26][O-:27].[Na+], predict the reaction product. The product is: [NH2:1][C:2]1[N:7]=[C:6]([O:27][CH3:26])[C:5]([C:10]2[CH:11]=[CH:12][C:13](=[O:19])[N:14]([CH:16]([CH3:18])[CH3:17])[N:15]=2)=[C:4]([C:20]2[CH:25]=[CH:24][CH:23]=[CH:22][CH:21]=2)[N:3]=1. (2) Given the reactants [F:1][C:2]1[CH:3]=[C:4]([O:21][CH3:22])[CH:5]=[C:6]2[C:10]=1[NH:9][C:8]([C:11]1[C:12]([CH3:18])=[N:13][N:14]([CH3:17])[C:15]=1[CH3:16])=[C:7]2[CH:19]=O.[CH3:23][NH:24][C:25]([NH:27][C:28]1[CH:29]=[CH:30][C:31]2[O:35][CH2:34][C:33](=[O:36])[C:32]=2[CH:37]=1)=[O:26].C([O-])([O-])=O.[Na+].[Na+], predict the reaction product. The product is: [F:1][C:2]1[CH:3]=[C:4]([O:21][CH3:22])[CH:5]=[C:6]2[C:10]=1[NH:9][C:8]([C:11]1[C:12]([CH3:18])=[N:13][N:14]([CH3:17])[C:15]=1[CH3:16])=[C:7]2/[CH:19]=[C:34]1\[O:35][C:31]2[CH:30]=[CH:29][C:28]([NH:27][C:25]([NH:24][CH3:23])=[O:26])=[CH:37][C:32]=2[C:33]\1=[O:36].